This data is from Forward reaction prediction with 1.9M reactions from USPTO patents (1976-2016). The task is: Predict the product of the given reaction. Given the reactants [C:1]([Si:5]([C:13]1[CH:18]=[CH:17][CH:16]=[CH:15][CH:14]=1)([C:7]1[CH:12]=[CH:11][CH:10]=[CH:9][CH:8]=1)Cl)([CH3:4])([CH3:3])[CH3:2].N1C=CN=C1.[Cl:24][CH2:25][CH:26]([OH:49])[CH2:27][CH:28]([C:40]1[CH:45]=[C:44]([F:46])[C:43]([F:47])=[C:42]([F:48])[CH:41]=1)[C:29]([NH:31][NH:32][C:33]([O:35][C:36]([CH3:39])([CH3:38])[CH3:37])=[O:34])=[O:30].[Cl-].[NH4+], predict the reaction product. The product is: [Si:5]([O:49][CH:26]([CH2:25][Cl:24])[CH2:27][CH:28]([C:40]1[CH:45]=[C:44]([F:46])[C:43]([F:47])=[C:42]([F:48])[CH:41]=1)[C:29]([NH:31][NH:32][C:33]([O:35][C:36]([CH3:39])([CH3:38])[CH3:37])=[O:34])=[O:30])([C:1]([CH3:4])([CH3:3])[CH3:2])([C:13]1[CH:18]=[CH:17][CH:16]=[CH:15][CH:14]=1)[C:7]1[CH:12]=[CH:11][CH:10]=[CH:9][CH:8]=1.